Regression. Given two drug SMILES strings and cell line genomic features, predict the synergy score measuring deviation from expected non-interaction effect. From a dataset of NCI-60 drug combinations with 297,098 pairs across 59 cell lines. Drug 1: CC12CCC3C(C1CCC2O)C(CC4=C3C=CC(=C4)O)CCCCCCCCCS(=O)CCCC(C(F)(F)F)(F)F. Drug 2: C1CN(P(=O)(OC1)NCCCl)CCCl. Cell line: TK-10. Synergy scores: CSS=2.03, Synergy_ZIP=-1.32, Synergy_Bliss=-1.66, Synergy_Loewe=-2.16, Synergy_HSA=-2.37.